Dataset: Catalyst prediction with 721,799 reactions and 888 catalyst types from USPTO. Task: Predict which catalyst facilitates the given reaction. (1) Reactant: [CH2:1]([O:8][C:9]1[CH:14]=[CH:13][C:12]([N+:15]([O-:17])=[O:16])=[C:11](F)[CH:10]=1)[C:2]1[CH:7]=[CH:6][CH:5]=[CH:4][CH:3]=1.[CH2:19]([O:21][C:22]([C:24]1[S:28][C:27]([NH2:29])=[N:26][C:25]=1[C:30]1[CH:35]=[CH:34][CH:33]=[C:32]([Cl:36])[CH:31]=1)=[O:23])[CH3:20].CN(C)C=O.C(=O)([O-])[O-].[Cs+].[Cs+]. Product: [CH2:19]([O:21][C:22]([C:24]1[S:28][C:27]([NH:29][C:11]2[CH:10]=[C:9]([O:8][CH2:1][C:2]3[CH:7]=[CH:6][CH:5]=[CH:4][CH:3]=3)[CH:14]=[CH:13][C:12]=2[N+:15]([O-:17])=[O:16])=[N:26][C:25]=1[C:30]1[CH:35]=[CH:34][CH:33]=[C:32]([Cl:36])[CH:31]=1)=[O:23])[CH3:20]. The catalyst class is: 6. (2) Reactant: Cl[C:2]1[N:7]=[C:6]([NH:8][C:9]([C:11]2([C:14]3[CH:15]=[CH:16][C:17]4[O:21][CH2:20][CH2:19][C:18]=4[CH:22]=3)[CH2:13][CH2:12]2)=[O:10])[CH:5]=[CH:4][C:3]=1[CH3:23].[CH3:24][O:25][C:26]1[C:31](B2OC(C)(C)C(C)(C)O2)=[CH:30][C:29]([CH3:41])=[CH:28][N:27]=1.C(=O)([O-])[O-].[Na+].[Na+]. Product: [O:21]1[C:17]2[CH:16]=[CH:15][C:14]([C:11]3([C:9]([NH:8][C:6]4[N:7]=[C:2]([C:31]5[C:26]([O:25][CH3:24])=[N:27][CH:28]=[C:29]([CH3:41])[CH:30]=5)[C:3]([CH3:23])=[CH:4][CH:5]=4)=[O:10])[CH2:13][CH2:12]3)=[CH:22][C:18]=2[CH2:19][CH2:20]1. The catalyst class is: 853.